From a dataset of Forward reaction prediction with 1.9M reactions from USPTO patents (1976-2016). Predict the product of the given reaction. (1) Given the reactants [Br:1]Br.[Br:3][C:4]1[CH:5]=[C:6]2[C:11](=[CH:12][CH:13]=1)[CH:10]=[C:9]([C:14](=[O:16])[CH3:15])[CH:8]=[CH:7]2, predict the reaction product. The product is: [Br:1][CH2:15][C:14]([C:9]1[CH:8]=[CH:7][C:6]2[C:11](=[CH:12][CH:13]=[C:4]([Br:3])[CH:5]=2)[CH:10]=1)=[O:16]. (2) Given the reactants FC1C=C(F)C=CC=1C(Cl)=O.[F:12][C:13]1[CH:18]=[C:17]([F:19])[CH:16]=[CH:15][C:14]=1[C:20]([N:22]=[C:23]=[S:24])=[O:21].[CH3:25][O:26][C:27]1[CH:28]=[C:29]2[C:34](=[CH:35][C:36]=1[O:37][CH3:38])[N:33]=[CH:32][CH:31]=[C:30]2[O:39][C:40]1[CH:46]=[CH:45][C:43]([NH2:44])=[CH:42][C:41]=1[F:47].C1(C)C=CC=CC=1, predict the reaction product. The product is: [F:12][C:13]1[CH:18]=[C:17]([F:19])[CH:16]=[CH:15][C:14]=1[C:20]([N:22]=[C:23]=[S:24])=[O:21].[F:12][C:13]1[CH:18]=[C:17]([F:19])[CH:16]=[CH:15][C:14]=1[C:20]([NH:22][C:23]([NH:44][C:43]1[CH:45]=[CH:46][C:40]([O:39][C:30]2[C:29]3[C:34](=[CH:35][C:36]([O:37][CH3:38])=[C:27]([O:26][CH3:25])[CH:28]=3)[N:33]=[CH:32][CH:31]=2)=[C:41]([F:47])[CH:42]=1)=[S:24])=[O:21]. (3) Given the reactants [F:1][C:2]1[CH:3]=[C:4]([CH:40]=[CH:41][CH:42]=1)[CH2:5][N:6]1[CH:10]=[C:9]([C:11]2[C:19]3[C:14](=[N:15][CH:16]=[C:17]([C:20]4[CH:21]=[C:22]([N:26]5[CH2:31][CH2:30][N:29](C(OC(C)(C)C)=O)[CH2:28][CH2:27]5)[CH:23]=[CH:24][CH:25]=4)[CH:18]=3)[NH:13][CH:12]=2)[C:8]([CH3:39])=[N:7]1.Cl, predict the reaction product. The product is: [F:1][C:2]1[CH:3]=[C:4]([CH:40]=[CH:41][CH:42]=1)[CH2:5][N:6]1[CH:10]=[C:9]([C:11]2[C:19]3[C:14](=[N:15][CH:16]=[C:17]([C:20]4[CH:25]=[CH:24][CH:23]=[C:22]([N:26]5[CH2:31][CH2:30][NH:29][CH2:28][CH2:27]5)[CH:21]=4)[CH:18]=3)[NH:13][CH:12]=2)[C:8]([CH3:39])=[N:7]1. (4) Given the reactants CCN(CC)CC.[CH:8]([C:11]1[CH:15]=[C:14]([NH:16][C:17](=[O:25])OC2C=CC=CC=2)[N:13]([C:26]2[CH:31]=[CH:30][C:29]([CH3:32])=[CH:28][CH:27]=2)[N:12]=1)([CH3:10])[CH3:9].[Cl:33][C:34]1[N:39]=[C:38]([O:40][C:41]2[CH:47]=[CH:46][C:44]([NH2:45])=[C:43]([F:48])[C:42]=2[F:49])[CH:37]=[CH:36][N:35]=1, predict the reaction product. The product is: [Cl:33][C:34]1[N:39]=[C:38]([O:40][C:41]2[CH:47]=[CH:46][C:44]([NH:45][C:17]([NH:16][C:14]3[N:13]([C:26]4[CH:27]=[CH:28][C:29]([CH3:32])=[CH:30][CH:31]=4)[N:12]=[C:11]([CH:8]([CH3:9])[CH3:10])[CH:15]=3)=[O:25])=[C:43]([F:48])[C:42]=2[F:49])[CH:37]=[CH:36][N:35]=1. (5) Given the reactants [Cl:1][C:2]1[CH:7]=[C:6]([N+:8]([O-:10])=[O:9])[CH:5]=[CH:4][C:3]=1F.[CH3:12][N:13]([CH3:19])[CH:14]1[CH2:18][CH2:17][NH:16][CH2:15]1.C(=O)([O-])[O-].[K+].[K+], predict the reaction product. The product is: [Cl:1][C:2]1[CH:7]=[C:6]([N+:8]([O-:10])=[O:9])[CH:5]=[CH:4][C:3]=1[N:16]1[CH2:17][CH2:18][CH:14]([N:13]([CH3:19])[CH3:12])[CH2:15]1.